From a dataset of Reaction yield outcomes from USPTO patents with 853,638 reactions. Predict the reaction yield, written as a fraction of the theoretical maximum amount of product (1.0 means a 100% yield; for example, 0.34 means a 34% yield). (1) The reactants are [Cl:1][C:2]1[CH:34]=[CH:33][C:32]([O:35]C)=[CH:31][C:3]=1[C:4]([NH:6][C:7]1[CH:8]=[N:9][C:10]([NH:13][C:14]2[CH:19]=[CH:18][C:17]([S:20]([CH2:23][CH2:24][CH2:25][N:26]3[CH2:30][CH2:29][CH2:28][CH2:27]3)(=[O:22])=[O:21])=[CH:16][CH:15]=2)=[N:11][CH:12]=1)=[O:5].B(Br)(Br)Br.S([O-])([O-])(=O)=S.[Na+].[Na+]. The catalyst is C(Cl)Cl. The product is [Cl:1][C:2]1[CH:34]=[CH:33][C:32]([OH:35])=[CH:31][C:3]=1[C:4]([NH:6][C:7]1[CH:8]=[N:9][C:10]([NH:13][C:14]2[CH:19]=[CH:18][C:17]([S:20]([CH2:23][CH2:24][CH2:25][N:26]3[CH2:27][CH2:28][CH2:29][CH2:30]3)(=[O:21])=[O:22])=[CH:16][CH:15]=2)=[N:11][CH:12]=1)=[O:5]. The yield is 0.710. (2) The reactants are [NH2:1][C@@H:2]([CH2:8][C:9]1[CH:14]=[CH:13][C:12]([C:15]2[CH:20]=[CH:19][CH:18]=[C:17]([CH2:21][NH:22][CH2:23][C:24](=[O:31])[C:25]3[CH:30]=[CH:29][CH:28]=[CH:27][CH:26]=3)[CH:16]=2)=[CH:11][CH:10]=1)[C:3]([O:5][CH2:6]C)=[O:4].C(CNCC1C=C(C2C=CC(C[C@@H](NC(OC(C)(C)C)=O)C(OC)=O)=CC=2)C=CC=1)(=O)C1C=CC=CC=1. No catalyst specified. The product is [NH2:1][C@H:2]([CH2:8][C:9]1[CH:10]=[CH:11][C:12]([C:15]2[CH:20]=[CH:19][CH:18]=[C:17]([CH2:21][NH:22][CH2:23][C:24](=[O:31])[C:25]3[CH:26]=[CH:27][CH:28]=[CH:29][CH:30]=3)[CH:16]=2)=[CH:13][CH:14]=1)[C:3]([O:5][CH3:6])=[O:4]. The yield is 0.920. (3) The reactants are [CH3:1][O:2][C:3]1[CH:10]=[C:9]([C:11]([F:14])([F:13])[F:12])[CH:8]=[C:7]([N+]([O-])=O)[C:4]=1[C:5]#[N:6].[OH-:18].[K+]. The catalyst is FC(F)(F)CO.O. The product is [CH3:1][O:2][C:3]1[CH:10]=[C:9]([C:11]([F:14])([F:13])[F:12])[CH:8]=[C:7]([O:18][CH2:9][C:11]([F:14])([F:13])[F:12])[C:4]=1[C:5]#[N:6]. The yield is 0.470.